From a dataset of NCI-60 drug combinations with 297,098 pairs across 59 cell lines. Regression. Given two drug SMILES strings and cell line genomic features, predict the synergy score measuring deviation from expected non-interaction effect. (1) Drug 1: C1=NC2=C(N=C(N=C2N1C3C(C(C(O3)CO)O)F)Cl)N. Drug 2: COCCOC1=C(C=C2C(=C1)C(=NC=N2)NC3=CC=CC(=C3)C#C)OCCOC.Cl. Cell line: HOP-62. Synergy scores: CSS=47.8, Synergy_ZIP=-4.62, Synergy_Bliss=-2.43, Synergy_Loewe=-7.30, Synergy_HSA=4.05. (2) Drug 1: C1=CC(=CC=C1CC(C(=O)O)N)N(CCCl)CCCl.Cl. Drug 2: C1C(C(OC1N2C=NC3=C(N=C(N=C32)Cl)N)CO)O. Cell line: NCIH23. Synergy scores: CSS=15.9, Synergy_ZIP=-4.70, Synergy_Bliss=-2.29, Synergy_Loewe=-4.37, Synergy_HSA=-3.21. (3) Drug 1: CC12CCC(CC1=CCC3C2CCC4(C3CC=C4C5=CN=CC=C5)C)O. Drug 2: C1=NC2=C(N1)C(=S)N=C(N2)N. Cell line: OVCAR-8. Synergy scores: CSS=25.1, Synergy_ZIP=1.08, Synergy_Bliss=3.63, Synergy_Loewe=-7.74, Synergy_HSA=3.63. (4) Drug 1: C(=O)(N)NO. Drug 2: C1CNP(=O)(OC1)N(CCCl)CCCl. Cell line: NCIH23. Synergy scores: CSS=-3.65, Synergy_ZIP=2.74, Synergy_Bliss=0.789, Synergy_Loewe=-4.62, Synergy_HSA=-4.11.